From a dataset of NCI-60 drug combinations with 297,098 pairs across 59 cell lines. Regression. Given two drug SMILES strings and cell line genomic features, predict the synergy score measuring deviation from expected non-interaction effect. (1) Drug 1: C1=CC=C(C=C1)NC(=O)CCCCCCC(=O)NO. Drug 2: CC1=C(C(=CC=C1)Cl)NC(=O)C2=CN=C(S2)NC3=CC(=NC(=N3)C)N4CCN(CC4)CCO. Cell line: UO-31. Synergy scores: CSS=19.8, Synergy_ZIP=-7.52, Synergy_Bliss=-3.04, Synergy_Loewe=-0.622, Synergy_HSA=-0.450. (2) Drug 1: C1CC(C1)(C(=O)O)C(=O)O.[NH2-].[NH2-].[Pt+2]. Drug 2: C1CN1C2=NC(=NC(=N2)N3CC3)N4CC4. Cell line: MDA-MB-231. Synergy scores: CSS=15.0, Synergy_ZIP=-3.80, Synergy_Bliss=0.961, Synergy_Loewe=-6.06, Synergy_HSA=-0.970.